This data is from NCI-60 drug combinations with 297,098 pairs across 59 cell lines. The task is: Regression. Given two drug SMILES strings and cell line genomic features, predict the synergy score measuring deviation from expected non-interaction effect. (1) Drug 1: CC12CCC(CC1=CCC3C2CCC4(C3CC=C4C5=CN=CC=C5)C)O. Drug 2: CC=C1C(=O)NC(C(=O)OC2CC(=O)NC(C(=O)NC(CSSCCC=C2)C(=O)N1)C(C)C)C(C)C. Cell line: NCI/ADR-RES. Synergy scores: CSS=6.79, Synergy_ZIP=-2.07, Synergy_Bliss=-2.34, Synergy_Loewe=-2.00, Synergy_HSA=-2.55. (2) Cell line: RXF 393. Synergy scores: CSS=11.3, Synergy_ZIP=-2.52, Synergy_Bliss=2.27, Synergy_Loewe=-3.46, Synergy_HSA=-0.0376. Drug 2: CC1=C(C=C(C=C1)C(=O)NC2=CC(=CC(=C2)C(F)(F)F)N3C=C(N=C3)C)NC4=NC=CC(=N4)C5=CN=CC=C5. Drug 1: C1=CC(=CC=C1CCC2=CNC3=C2C(=O)NC(=N3)N)C(=O)NC(CCC(=O)O)C(=O)O. (3) Drug 1: CC1=C2C(C(=O)C3(C(CC4C(C3C(C(C2(C)C)(CC1OC(=O)C(C(C5=CC=CC=C5)NC(=O)OC(C)(C)C)O)O)OC(=O)C6=CC=CC=C6)(CO4)OC(=O)C)OC)C)OC. Drug 2: CC12CCC3C(C1CCC2O)C(CC4=C3C=CC(=C4)O)CCCCCCCCCS(=O)CCCC(C(F)(F)F)(F)F. Cell line: HCT116. Synergy scores: CSS=35.5, Synergy_ZIP=9.29, Synergy_Bliss=6.67, Synergy_Loewe=-25.6, Synergy_HSA=7.92.